Dataset: Full USPTO retrosynthesis dataset with 1.9M reactions from patents (1976-2016). Task: Predict the reactants needed to synthesize the given product. (1) Given the product [Br:1][C:2]1[S:6][C:5]([C:7]([NH2:19])=[O:8])=[C:4]([NH:11][CH2:12][CH3:13])[CH:3]=1, predict the reactants needed to synthesize it. The reactants are: [Br:1][C:2]1[S:6][C:5]([C:7](OC)=[O:8])=[C:4]([NH:11][CH2:12][CH3:13])[CH:3]=1.[OH-].[Na+].Cl.C([N:19](CC)CC)C.[Cl-].[NH4+].Cl.C(N=C=NCCCN(C)C)C.ON1C2C=CC=CC=2N=N1. (2) Given the product [OH:22][CH2:21][CH2:20][N:16]1[CH2:17][CH2:18][CH:14]([C:6]2[NH:7][C:8](=[O:13])[C:9]3[C:4]([CH:5]=2)=[C:3]([CH3:2])[CH:12]=[CH:11][CH:10]=3)[CH2:15]1, predict the reactants needed to synthesize it. The reactants are: Cl.[CH3:2][C:3]1[CH:12]=[CH:11][CH:10]=[C:9]2[C:4]=1[CH:5]=[C:6]([CH:14]1[CH2:18][CH2:17][NH:16][CH2:15]1)[NH:7][C:8]2=[O:13].Br[CH2:20][CH2:21][OH:22].